Dataset: Full USPTO retrosynthesis dataset with 1.9M reactions from patents (1976-2016). Task: Predict the reactants needed to synthesize the given product. The reactants are: [Cl-].O[NH3+].[C:4](=[O:7])([O-])[OH:5].[Na+].[CH2:9]([C:11]1[S:40][C:14]2[N:15]([CH2:25][C:26]3[CH:31]=[CH:30][C:29]([C:32]4[C:33]([C:38]#[N:39])=[CH:34][CH:35]=[CH:36][CH:37]=4)=[CH:28][CH:27]=3)[C:16](=[O:24])[CH:17]3[CH2:23][CH2:22][CH2:21][N:18]3[C:19](=[O:20])[C:13]=2[CH:12]=1)[CH3:10].[N:41]12CCCN=C1CCCCC2. Given the product [CH2:9]([C:11]1[S:40][C:14]2[N:15]([CH2:25][C:26]3[CH:31]=[CH:30][C:29]([C:32]4[CH:37]=[CH:36][CH:35]=[CH:34][C:33]=4[C:38]4[NH:41][C:4](=[O:7])[O:5][N:39]=4)=[CH:28][CH:27]=3)[C:16](=[O:24])[CH:17]3[CH2:23][CH2:22][CH2:21][N:18]3[C:19](=[O:20])[C:13]=2[CH:12]=1)[CH3:10], predict the reactants needed to synthesize it.